From a dataset of Full USPTO retrosynthesis dataset with 1.9M reactions from patents (1976-2016). Predict the reactants needed to synthesize the given product. (1) Given the product [Cl:1][C:2]1[CH:7]=[CH:6][CH:5]=[CH:4][C:3]=1[CH:16]([C:15]1[CH:18]=[CH:19][CH:20]=[CH:21][C:14]=1[Cl:13])[OH:17], predict the reactants needed to synthesize it. The reactants are: [Cl:1][C:2]1[CH:7]=[CH:6][CH:5]=[CH:4][C:3]=1I.C([Mg]Br)C.[Cl:13][C:14]1[CH:21]=[CH:20][CH:19]=[CH:18][C:15]=1[CH:16]=[O:17].Cl. (2) Given the product [C:24]([O:23][C:22]([N:21]([C:18]1[C:17]2[CH:36]=[C:37]([Cl:38])[C:14]([CH2:13][O:8][CH:5]3[CH2:6][CH2:7][C:2]([F:9])([F:1])[CH2:3][CH2:4]3)=[CH:15][C:16]=2[O:20][N:19]=1)[C:29](=[O:30])[O:31][C:32]([CH3:35])([CH3:34])[CH3:33])=[O:28])([CH3:25])([CH3:26])[CH3:27], predict the reactants needed to synthesize it. The reactants are: [F:1][C:2]1([F:9])[CH2:7][CH2:6][CH:5]([OH:8])[CH2:4][CH2:3]1.[H-].[Na+].Br[CH2:13][C:14]1[C:37]([Cl:38])=[CH:36][C:17]2[C:18]([N:21]([C:29]([O:31][C:32]([CH3:35])([CH3:34])[CH3:33])=[O:30])[C:22](=[O:28])[O:23][C:24]([CH3:27])([CH3:26])[CH3:25])=[N:19][O:20][C:16]=2[CH:15]=1. (3) Given the product [CH3:23][O:24][C:25](=[O:34])[C:26]1[C:27]([Cl:33])=[CH:28][CH:29]=[C:30]([N:32]2[C:11]([CH3:12])=[CH:10][CH:9]=[C:8]2[C:6]2[CH:7]=[C:2]([Cl:1])[CH:3]=[CH:4][C:5]=2[O:15][CH2:16][C:17]2[CH:22]=[CH:21][CH:20]=[CH:19][CH:18]=2)[CH:31]=1, predict the reactants needed to synthesize it. The reactants are: [Cl:1][C:2]1[CH:3]=[CH:4][C:5]([O:15][CH2:16][C:17]2[CH:22]=[CH:21][CH:20]=[CH:19][CH:18]=2)=[C:6]([C:8](=O)[CH2:9][CH2:10][C:11](=O)[CH3:12])[CH:7]=1.[CH3:23][O:24][C:25](=[O:34])[C:26]1[CH:31]=[C:30]([NH2:32])[CH:29]=[CH:28][C:27]=1[Cl:33].C1(C)C=CC(S(O)(=O)=O)=CC=1.